From a dataset of Full USPTO retrosynthesis dataset with 1.9M reactions from patents (1976-2016). Predict the reactants needed to synthesize the given product. (1) Given the product [Br:1][C:2]1[N:3]=[CH:4][C:5]([C:6]([N:22]2[CH2:23][CH2:24][CH:19]([O:18][C:17]3[CH:16]=[CH:15][C:14]([CH:11]4[CH2:13][CH2:12]4)=[CH:26][CH:25]=3)[CH2:20][CH2:21]2)=[O:8])=[CH:9][CH:10]=1, predict the reactants needed to synthesize it. The reactants are: [Br:1][C:2]1[CH:10]=[CH:9][C:5]([C:6]([OH:8])=O)=[CH:4][N:3]=1.[CH:11]1([C:14]2[CH:26]=[CH:25][C:17]([O:18][CH:19]3[CH2:24][CH2:23][NH:22][CH2:21][CH2:20]3)=[CH:16][CH:15]=2)[CH2:13][CH2:12]1. (2) Given the product [CH3:40][O:39][C:37]([C:34]1([C:31]2[CH:32]=[CH:33][C:28]([C:2]3[CH:3]=[N:4][N:5]([CH3:19])[C:6]=3[NH:7][C:8]([O:9][C@@H:10]([C:12]3[CH:17]=[CH:16][CH:15]=[CH:14][CH:13]=3)[CH3:11])=[O:18])=[CH:29][CH:30]=2)[CH2:36][CH2:35]1)=[O:38], predict the reactants needed to synthesize it. The reactants are: Br[C:2]1[CH:3]=[N:4][N:5]([CH3:19])[C:6]=1[NH:7][C:8](=[O:18])[O:9][C@@H:10]([C:12]1[CH:17]=[CH:16][CH:15]=[CH:14][CH:13]=1)[CH3:11].CC1(C)C(C)(C)OB([C:28]2[CH:33]=[CH:32][C:31]([C:34]3([C:37]([O:39][CH3:40])=[O:38])[CH2:36][CH2:35]3)=[CH:30][CH:29]=2)O1.COC1C=CC=C(OC)C=1C1C=CC=CC=1P(C1CCCCC1)C1CCCCC1.[O-]P([O-])([O-])=O.[K+].[K+].[K+]. (3) Given the product [Br:35][CH2:13][CH:11]1[CH2:10][O:9][C:8]([C:5]2[CH:6]=[CH:7][C:2]([F:1])=[CH:3][CH:4]=2)=[N:12]1, predict the reactants needed to synthesize it. The reactants are: [F:1][C:2]1[CH:7]=[CH:6][C:5]([C:8]2[O:9][CH2:10][CH:11]([CH2:13]O)[N:12]=2)=[CH:4][CH:3]=1.C1(P(C2C=CC=CC=2)C2C=CC=CC=2)C=CC=CC=1.C(Br)(Br)(Br)[Br:35]. (4) Given the product [OH:1][C:2]1[C:7]2[NH:8][C:9](=[O:11])[S:10][C:6]=2[C:5]([CH2:12][CH2:13][NH:14][CH2:15][CH2:16][N:17]([CH2:31][CH:32]2[CH2:33][CH2:34][NH:35][CH2:36][CH2:37]2)[C:18](=[O:30])[CH2:19][CH2:20][O:21][CH2:22][CH2:23][C:24]2[CH:29]=[CH:28][CH:27]=[CH:26][CH:25]=2)=[CH:4][CH:3]=1, predict the reactants needed to synthesize it. The reactants are: [OH:1][C:2]1[C:7]2[NH:8][C:9](=[O:11])[S:10][C:6]=2[C:5]([CH2:12][CH2:13][NH:14][CH2:15][CH2:16][N:17]([CH2:31][CH:32]2[CH2:37][CH2:36][N:35](C(OC(C)(C)C)=O)[CH2:34][CH2:33]2)[C:18](=[O:30])[CH2:19][CH2:20][O:21][CH2:22][CH2:23][C:24]2[CH:29]=[CH:28][CH:27]=[CH:26][CH:25]=2)=[CH:4][CH:3]=1.FC(F)(F)C(O)=O.